Dataset: Forward reaction prediction with 1.9M reactions from USPTO patents (1976-2016). Task: Predict the product of the given reaction. (1) Given the reactants [C:1]([C:3]1[CH:14]=[CH:13][C:6]([C:7](N(OC)C)=[O:8])=[C:5]([F:15])[CH:4]=1)#[N:2].[CH3:16][Mg]Br.O1CCCC1.O.C(O)(=O)CC(CC(O)=O)(C(O)=O)O, predict the reaction product. The product is: [C:7]([C:6]1[CH:13]=[CH:14][C:3]([C:1]#[N:2])=[CH:4][C:5]=1[F:15])(=[O:8])[CH3:16]. (2) Given the reactants [Br:1][C:2]1[N:7]=[C:6]([C@:8]2([CH3:29])[CH2:13][S@:12](=[N:15][CH2:16][CH2:17][OH:18])(=[O:14])[C:11]([CH3:20])([CH3:19])[C:10]([NH:21][C:22](=[O:28])[O:23][C:24]([CH3:27])([CH3:26])[CH3:25])=[N:9]2)[C:5]([F:30])=[C:4]([Si:31]([CH2:36][CH3:37])([CH2:34][CH3:35])[CH2:32][CH3:33])[CH:3]=1.[S:38](Cl)([C:41]1[CH:47]=[CH:46][C:44]([CH3:45])=[CH:43][CH:42]=1)(=[O:40])=[O:39].C(N(CC)CC)C.O, predict the reaction product. The product is: [CH3:45][C:44]1[CH:46]=[CH:47][C:41]([S:38]([O:18][CH2:17][CH2:16][N:15]=[S@@:12]2(=[O:14])[C:11]([CH3:19])([CH3:20])[C:10]([NH:21][C:22]([O:23][C:24]([CH3:27])([CH3:25])[CH3:26])=[O:28])=[N:9][C@@:8]([C:6]3[C:5]([F:30])=[C:4]([Si:31]([CH2:36][CH3:37])([CH2:34][CH3:35])[CH2:32][CH3:33])[CH:3]=[C:2]([Br:1])[N:7]=3)([CH3:29])[CH2:13]2)(=[O:40])=[O:39])=[CH:42][CH:43]=1. (3) Given the reactants [F:1][C:2]([F:14])([F:13])[C:3]1[CH:4]=[C:5]([S:9](Cl)(=[O:11])=[O:10])[CH:6]=[CH:7][CH:8]=1.[CH2:15]([O:17][C:18](=[O:40])[C:19]1[CH:24]=[CH:23][C:22]([NH:25][C:26]([C:28]2[CH:36]=[C:35]3[C:31]([CH2:32][CH2:33][NH:34]3)=[C:30]([O:37][CH3:38])[CH:29]=2)=[O:27])=[CH:21][C:20]=1[F:39])[CH3:16].N1C=CC=CC=1, predict the reaction product. The product is: [CH2:15]([O:17][C:18](=[O:40])[C:19]1[CH:24]=[CH:23][C:22]([NH:25][C:26]([C:28]2[CH:36]=[C:35]3[C:31]([CH2:32][CH2:33][N:34]3[S:9]([C:5]3[CH:6]=[CH:7][CH:8]=[C:3]([C:2]([F:14])([F:13])[F:1])[CH:4]=3)(=[O:11])=[O:10])=[C:30]([O:37][CH3:38])[CH:29]=2)=[O:27])=[CH:21][C:20]=1[F:39])[CH3:16]. (4) Given the reactants [CH3:1][O:2][C:3]1[CH:8]=[CH:7][C:6]([C:9](=[O:14])[CH2:10][CH:11]([CH3:13])[CH3:12])=[CH:5][C:4]=1[O:15][CH2:16][CH2:17][CH2:18][O:19][CH3:20].N[C@@H](CC1C=CC=CC=1)COC.[Br:33][CH2:34]/[CH:35]=[CH:36]/[CH2:37]Br.Cl, predict the reaction product. The product is: [Br:33][CH2:34]/[CH:35]=[CH:36]/[CH2:37][C@@H:10]([CH:11]([CH3:13])[CH3:12])[C:9]([C:6]1[CH:7]=[CH:8][C:3]([O:2][CH3:1])=[C:4]([O:15][CH2:16][CH2:17][CH2:18][O:19][CH3:20])[CH:5]=1)=[O:14]. (5) Given the reactants [CH3:1][C:2]1=[C:3]([CH3:9])[C:4]([O:6][C:7]1=[O:8])=O.N1C=CC=CC=1.[NH2:16][CH2:17][CH2:18][CH2:19][Si:20]([O:27][CH2:28][CH3:29])([O:24][CH2:25][CH3:26])[O:21][CH2:22][CH3:23], predict the reaction product. The product is: [CH3:9][C:3]1[C:4](=[O:6])[N:16]([CH2:17][CH2:18][CH2:19][Si:20]([O:27][CH2:28][CH3:29])([O:21][CH2:22][CH3:23])[O:24][CH2:25][CH3:26])[C:7](=[O:8])[C:2]=1[CH3:1].